Dataset: Forward reaction prediction with 1.9M reactions from USPTO patents (1976-2016). Task: Predict the product of the given reaction. (1) Given the reactants Cl[C:2]1[N:7]=[C:6]([NH:8][C:9]2[CH:16]=[CH:15][CH:14]=[CH:13][C:10]=2[C:11]#[N:12])[C:5]([Cl:17])=[CH:4][N:3]=1.Cl.Cl.[CH3:20][O:21][C:22]1[CH:27]=[C:26]([N:28]2[CH2:33][CH2:32][O:31][CH2:30][CH2:29]2)[CH:25]=[CH:24][C:23]=1[NH2:34], predict the reaction product. The product is: [Cl:17][C:5]1[C:6]([NH:8][C:9]2[CH:16]=[CH:15][CH:14]=[CH:13][C:10]=2[C:11]#[N:12])=[N:7][C:2]([NH:34][C:23]2[CH:24]=[CH:25][C:26]([N:28]3[CH2:29][CH2:30][O:31][CH2:32][CH2:33]3)=[CH:27][C:22]=2[O:21][CH3:20])=[N:3][CH:4]=1. (2) The product is: [CH3:13][N:7]1[C:2]([CH3:1])=[CH:3][C:4]([C:9]([F:12])([F:10])[F:11])=[CH:5][C:6]1=[O:8]. Given the reactants [CH3:1][C:2]1[NH:7][C:6](=[O:8])[CH:5]=[C:4]([C:9]([F:12])([F:11])[F:10])[CH:3]=1.[C:13](=O)([O-])[O-].[K+].[K+].IC.O, predict the reaction product. (3) Given the reactants [CH3:1][O:2][C:3]([C:5]1[CH:35]=[CH:34][CH:33]=[CH:32][C:6]=1[CH2:7][N:8]1[C:12](=[O:13])[C:11]2([CH2:18][CH2:17][N:16](C(OC(C)(C)C)=O)[CH2:15][CH2:14]2)[N:10]([C:26]2[CH:31]=[CH:30][CH:29]=[CH:28][CH:27]=2)[CH2:9]1)=[O:4].Cl, predict the reaction product. The product is: [O:13]=[C:12]1[C:11]2([CH2:14][CH2:15][NH:16][CH2:17][CH2:18]2)[N:10]([C:26]2[CH:27]=[CH:28][CH:29]=[CH:30][CH:31]=2)[CH2:9][N:8]1[CH2:7][C:6]1[CH:32]=[CH:33][CH:34]=[CH:35][C:5]=1[C:3]([O:2][CH3:1])=[O:4]. (4) The product is: [CH3:1][O:2][C:3]1[CH:4]=[CH:5][C:6]([CH2:7][N:8]2[C:12]3=[N:13][CH:14]=[CH:15][C:16]([O:17][C:18]4[C:19]([F:28])=[CH:20][C:21]([NH2:25])=[C:22]([Cl:24])[CH:23]=4)=[C:11]3[C:10]([I:29])=[N:9]2)=[CH:30][CH:31]=1. Given the reactants [CH3:1][O:2][C:3]1[CH:31]=[CH:30][C:6]([CH2:7][N:8]2[C:12]3=[N:13][CH:14]=[CH:15][C:16]([O:17][C:18]4[CH:23]=[C:22]([Cl:24])[C:21]([N+:25]([O-])=O)=[CH:20][C:19]=4[F:28])=[C:11]3[C:10]([I:29])=[N:9]2)=[CH:5][CH:4]=1.CCO, predict the reaction product. (5) The product is: [Cl:13][C:10]1[C:9]2[C:4](=[C:5]([F:14])[CH:6]=[CH:7][CH:8]=2)[N:3]=[C:2]([C:20]2[CH:25]=[CH:24][CH:23]=[CH:22][N:21]=2)[C:11]=1[CH3:12]. Given the reactants Cl[C:2]1[C:11]([CH3:12])=[C:10]([Cl:13])[C:9]2[C:4](=[C:5]([F:14])[CH:6]=[CH:7][CH:8]=2)[N:3]=1.C([Sn](CCCC)(CCCC)[C:20]1[CH:25]=[CH:24][CH:23]=[CH:22][N:21]=1)CCC, predict the reaction product. (6) Given the reactants [F:1][C:2]1[CH:26]=[CH:25][CH:24]=[CH:23][C:3]=1[O:4][C:5]1[N:10]=[C:9]2[O:11][C:12]([C:14]3[CH:19]=[C:18]([CH3:20])[C:17]([OH:21])=[C:16]([CH3:22])[CH:15]=3)=[N:13][C:8]2=[CH:7][CH:6]=1.O[CH2:28][C:29]([CH3:41])([CH3:40])[C:30]([O:32][CH2:33][C:34]1[CH:39]=[CH:38][CH:37]=[CH:36][CH:35]=1)=[O:31], predict the reaction product. The product is: [F:1][C:2]1[CH:26]=[CH:25][CH:24]=[CH:23][C:3]=1[O:4][C:5]1[N:10]=[C:9]2[O:11][C:12]([C:14]3[CH:19]=[C:18]([CH3:20])[C:17]([O:21][CH2:28][C:29]([CH3:41])([CH3:40])[C:30]([O:32][CH2:33][C:34]4[CH:39]=[CH:38][CH:37]=[CH:36][CH:35]=4)=[O:31])=[C:16]([CH3:22])[CH:15]=3)=[N:13][C:8]2=[CH:7][CH:6]=1. (7) The product is: [OH:12][C:10]1[C:5]2[C:4](=[CH:9][CH:8]=[CH:7][CH:6]=2)[S:3][C:13](=[O:14])[CH:11]=1. Given the reactants [H-].[Na+].[SH:3][C:4]1[CH:9]=[CH:8][CH:7]=[CH:6][C:5]=1[C:10](=[O:12])[CH3:11].[C:13](=O)(OCC)[O:14]CC.Cl, predict the reaction product. (8) Given the reactants C([Si](C)(C)[O:6][C:7]1[C:12]([CH3:13])=[CH:11][C:10]([C:14]2([C:24]3[CH:29]=[C:28]([CH3:30])[C:27]([O:31][Si](C(C)(C)C)(C)C)=[C:26]([CH3:39])[CH:25]=3)[C:22]3[C:17](=[CH:18][CH:19]=[CH:20][CH:21]=3)[NH:16][C:15]2=[O:23])=[CH:9][C:8]=1[CH3:40])(C)(C)C.[CH3:43][O:44][C:45]1[CH:50]=[CH:49][C:48](B(O)O)=[CH:47][CH:46]=1.C(N(CC)CC)C.[F-].C([N+](CCCC)(CCCC)CCCC)CCC.Cl, predict the reaction product. The product is: [OH:31][C:27]1[C:26]([CH3:39])=[CH:25][C:24]([C:14]2([C:10]3[CH:9]=[C:8]([CH3:40])[C:7]([OH:6])=[C:12]([CH3:13])[CH:11]=3)[C:22]3[C:17](=[CH:18][CH:19]=[CH:20][CH:21]=3)[N:16]([C:48]3[CH:49]=[CH:50][C:45]([O:44][CH3:43])=[CH:46][CH:47]=3)[C:15]2=[O:23])=[CH:29][C:28]=1[CH3:30]. (9) Given the reactants [N+:1]([CH2:4][CH2:5][C:6]1[CH:18]=[CH:17][C:9]([O:10][C:11]2[CH:12]=[N:13][CH:14]=[CH:15][CH:16]=2)=[CH:8][CH:7]=1)([O-:3])=O.C[O-].[Li+].C(=O)(O)[O-].[Na+].[C:27]([C:29]1[C:30]([NH2:36])=[N:31][C:32]([NH2:35])=[CH:33][CH:34]=1)#[CH:28].C(N(CC)CC)C, predict the reaction product. The product is: [N:13]1[CH:14]=[CH:15][CH:16]=[C:11]([O:10][C:9]2[CH:17]=[CH:18][C:6]([CH2:5][C:4]3[CH:28]=[C:27]([C:29]4[C:30]([NH2:36])=[N:31][C:32]([NH2:35])=[CH:33][CH:34]=4)[O:3][N:1]=3)=[CH:7][CH:8]=2)[CH:12]=1.